From a dataset of Forward reaction prediction with 1.9M reactions from USPTO patents (1976-2016). Predict the product of the given reaction. (1) Given the reactants [OH:1][CH2:2][C:3]1[CH:18]=[CH:17][C:6]2[S:7][CH:8]=[C:9]([C:10]3[CH:15]=[CH:14][CH:13]=[CH:12][C:11]=3[CH3:16])[C:5]=2[CH:4]=1.O[C:20]1[CH:25]=[CH:24][C:23]([C:26]2([CH2:31][C:32]([O:34][CH2:35][CH3:36])=[O:33])[CH2:29][C:28](=[O:30])[CH2:27]2)=[CH:22][CH:21]=1.C1C[O:40][CH2:39][CH2:38]1, predict the reaction product. The product is: [C:39]([O:30][CH:28]1[CH2:29][C:26]([CH2:31][C:32]([O:34][CH2:35][CH3:36])=[O:33])([C:23]2[CH:24]=[CH:25][C:20]([O:1][CH2:2][C:3]3[CH:18]=[CH:17][C:6]4[S:7][CH:8]=[C:9]([C:10]5[CH:15]=[CH:14][CH:13]=[CH:12][C:11]=5[CH3:16])[C:5]=4[CH:4]=3)=[CH:21][CH:22]=2)[CH2:27]1)(=[O:40])[CH3:38]. (2) Given the reactants Br[CH2:2][C:3]([C:5]1[CH:10]=[CH:9][CH:8]=[C:7]([CH2:11][CH2:12][OH:13])[CH:6]=1)=O.[C:14]([NH:17][C:18]([NH2:20])=[S:19])(=[O:16])[CH3:15], predict the reaction product. The product is: [OH:13][CH2:12][CH2:11][C:7]1[CH:6]=[C:5]([C:3]2[N:20]=[C:18]([NH:17][C:14](=[O:16])[CH3:15])[S:19][CH:2]=2)[CH:10]=[CH:9][CH:8]=1. (3) Given the reactants Br[C:2]1[CH:3]=[C:4]2[C:8]3=[C:9]([CH2:11][CH2:12][N:7]3[C@@H:6]3[CH2:13][CH2:14][N:15]([C:17]([O:19][C:20]([CH3:23])([CH3:22])[CH3:21])=[O:18])[CH2:16][C@H:5]23)[CH:10]=1.[Cl:24][C:25]1[CH:30]=[C:29]([Cl:31])[CH:28]=[CH:27][C:26]=1B(O)O.N, predict the reaction product. The product is: [Cl:24][C:25]1[CH:30]=[C:29]([Cl:31])[CH:28]=[CH:27][C:26]=1[C:2]1[CH:3]=[C:4]2[C:8]3=[C:9]([CH2:11][CH2:12][N:7]3[C@@H:6]3[CH2:13][CH2:14][N:15]([C:17]([O:19][C:20]([CH3:23])([CH3:22])[CH3:21])=[O:18])[CH2:16][C@H:5]23)[CH:10]=1. (4) Given the reactants [CH3:1][C:2]1([CH3:11])[NH:8][C:7]([CH3:10])([CH3:9])[CH2:6][C:4](=[O:5])[CH2:3]1.[NH2:12][C:13]([CH3:18])([CH2:16]O)[CH2:14][OH:15].O, predict the reaction product. The product is: [CH3:16][C:13]1([CH2:14][OH:15])[NH:12][C:4]2([CH2:3][C:2]([CH3:11])([CH3:1])[NH:8][C:7]([CH3:10])([CH3:9])[CH2:6]2)[O:5][CH2:18]1. (5) Given the reactants C(N(CC)CC)C.[CH3:8][O:9][C:10]([C:12]1[N:13]=[C:14]([CH3:24])[S:15][C:16]=1[C:17]1[CH:22]=[CH:21][CH:20]=[C:19]([NH2:23])[CH:18]=1)=[O:11].[CH3:25][CH2:26][O:27]C(C)=O.O, predict the reaction product. The product is: [CH3:8][O:9][C:10]([C:12]1[N:13]=[C:14]([CH3:24])[S:15][C:16]=1[C:17]1[CH:22]=[CH:21][CH:20]=[C:19]([NH:23][C:26](=[O:27])[CH3:25])[CH:18]=1)=[O:11]. (6) Given the reactants [CH2:1]([O:3][C:4](=[O:25])[CH2:5][C:6]1[C:7]([CH3:24])=[C:8]([S:16][C:17]2[CH:22]=[CH:21][C:20](Br)=[CH:19][CH:18]=2)[N:9]2[C:14]=1[CH:13]=[CH:12][C:11]([F:15])=[CH:10]2)[CH3:2].C([Sn](CCCC)(CCCC)[C:31]1[O:32][CH:33]=[CH:34][N:35]=1)CCC, predict the reaction product. The product is: [CH2:1]([O:3][C:4](=[O:25])[CH2:5][C:6]1[C:7]([CH3:24])=[C:8]([S:16][C:17]2[CH:22]=[CH:21][C:20]([C:31]3[O:32][CH:33]=[CH:34][N:35]=3)=[CH:19][CH:18]=2)[N:9]2[C:14]=1[CH:13]=[CH:12][C:11]([F:15])=[CH:10]2)[CH3:2]. (7) Given the reactants [CH:1]([C@@H:4]1[N:8]([C:9]2[CH:14]=[CH:13][N:12]3[N:15]=[CH:16][C:17]([C:18]4[CH:23]=[CH:22][C:21]([C:24]5[N:28]=[CH:27][N:26]([CH2:29][O:30][CH2:31][CH2:32][Si:33]([CH3:36])([CH3:35])[CH3:34])[N:25]=5)=[CH:20][CH:19]=4)=[C:11]3[N:10]=2)[C:7](=[O:37])[NH:6][CH2:5]1)([CH3:3])[CH3:2].[H-].[Na+].Br[CH2:41][CH2:42][O:43][Si:44]([C:47]([CH3:50])([CH3:49])[CH3:48])([CH3:46])[CH3:45], predict the reaction product. The product is: [Si:44]([O:43][CH2:42][CH2:41][N:6]1[CH2:5][C@H:4]([CH:1]([CH3:3])[CH3:2])[N:8]([C:9]2[CH:14]=[CH:13][N:12]3[N:15]=[CH:16][C:17]([C:18]4[CH:23]=[CH:22][C:21]([C:24]5[N:28]=[CH:27][N:26]([CH2:29][O:30][CH2:31][CH2:32][Si:33]([CH3:34])([CH3:35])[CH3:36])[N:25]=5)=[CH:20][CH:19]=4)=[C:11]3[N:10]=2)[C:7]1=[O:37])([C:47]([CH3:50])([CH3:49])[CH3:48])([CH3:46])[CH3:45]. (8) The product is: [CH:21]([C:18]1[CH:19]=[CH:20][C:15]([CH:12]2[C:11]3[C:24]([CH3:25])=[C:7]([NH:6][C:4](=[O:5])[CH2:3][C:2]([CH3:31])([CH3:30])[CH3:1])[C:8]([CH3:29])=[C:9]([C:33]4[S:34][CH:35]=[CH:36][CH:37]=4)[C:10]=3[O:14][CH2:13]2)=[CH:16][CH:17]=1)([CH3:23])[CH3:22]. Given the reactants [CH3:1][C:2]([CH3:31])([CH3:30])[CH2:3][C:4]([NH:6][C:7]1[C:8]([CH3:29])=[C:9](B(O)O)[C:10]2[O:14][CH2:13][CH:12]([C:15]3[CH:20]=[CH:19][C:18]([CH:21]([CH3:23])[CH3:22])=[CH:17][CH:16]=3)[C:11]=2[C:24]=1[CH3:25])=[O:5].Br[C:33]1[S:34][CH:35]=[CH:36][CH:37]=1, predict the reaction product. (9) Given the reactants [C:1]([O:4][C:5]([CH3:8])([CH3:7])[CH3:6])(=[O:3])[CH3:2].O1CCCC1.C([N-]C(C)C)(C)C.[Li+].[CH:22]12[CH2:31][CH:26]3[CH2:27][CH:28]([CH2:30][CH:24]([CH2:25]3)[C:23]1=[S:32])[CH2:29]2, predict the reaction product. The product is: [C:5]([O:4][C:1](=[O:3])[CH2:2][C:23]1([SH:32])[CH:24]2[CH2:30][CH:28]3[CH2:27][CH:26]([CH2:31][CH:22]1[CH2:29]3)[CH2:25]2)([CH3:8])([CH3:7])[CH3:6].